From a dataset of Full USPTO retrosynthesis dataset with 1.9M reactions from patents (1976-2016). Predict the reactants needed to synthesize the given product. (1) Given the product [CH3:1][O:2][C:3](=[O:35])[C:4]1[CH:9]=[CH:8][C:7]([C:10]2[C:16]3=[CH:17][C:18]4[C:19]([CH3:28])([CH3:27])[CH2:20][CH2:21][C:22]([CH3:26])([CH3:25])[C:23]=4[CH:24]=[C:15]3[N:14]([CH3:29])[C:13]3[CH:30]=[CH:31][C:32]([C:36](=[O:38])[CH3:37])=[CH:33][C:12]=3[N:11]=2)=[CH:6][CH:5]=1, predict the reactants needed to synthesize it. The reactants are: [CH3:1][O:2][C:3](=[O:35])[C:4]1[CH:9]=[CH:8][C:7]([C:10]2[C:16]3=[CH:17][C:18]4[C:19]([CH3:28])([CH3:27])[CH2:20][CH2:21][C:22]([CH3:26])([CH3:25])[C:23]=4[CH:24]=[C:15]3[N:14]([CH3:29])[C:13]3[CH:30]=[CH:31][C:32](Br)=[CH:33][C:12]=3[N:11]=2)=[CH:6][CH:5]=1.[CH:36]([O:38]CCCC)=[CH2:37].C1C=CC(P(C2C=CC=CC=2)CCCP(C2C=CC=CC=2)C2C=CC=CC=2)=CC=1.C([O-])([O-])=O.[K+].[K+].Cl. (2) Given the product [CH3:7][C:4]1[N:3]([C:8]2[CH:17]=[C:11]3[CH:12]([CH3:16])[N:13]([CH3:21])[CH2:14][CH2:15][N:10]3[N:9]=2)[C:2]([CH3:1])=[CH:6][CH:5]=1, predict the reactants needed to synthesize it. The reactants are: [CH3:1][C:2]1[N:3]([C:8]2[CH:17]=[C:11]3[CH:12]([CH3:16])[NH:13][CH2:14][CH2:15][N:10]3[N:9]=2)[C:4]([CH3:7])=[CH:5][CH:6]=1.C=O.[BH3-][C:21]#N.[Na+].CC(O)=O. (3) Given the product [Br:11][C:12]1[CH:13]=[CH:14][C:15]([NH:16][S:17]([C:20]2[C:21](=[O:22])[O:10][C:3]3[C:4]([CH:5]=2)=[CH:7][CH:8]=[CH:9][C:2]=3[Br:1])(=[O:19])=[O:18])=[CH:24][CH:25]=1, predict the reactants needed to synthesize it. The reactants are: [Br:1][C:2]1[CH:9]=[CH:8][CH:7]=[C:4]([CH:5]=O)[C:3]=1[OH:10].[Br:11][C:12]1[CH:25]=[CH:24][C:15]([NH:16][S:17]([CH2:20][C:21](O)=[O:22])(=[O:19])=[O:18])=[CH:14][CH:13]=1.